Dataset: P-glycoprotein inhibition data for predicting drug efflux from Broccatelli et al.. Task: Regression/Classification. Given a drug SMILES string, predict its absorption, distribution, metabolism, or excretion properties. Task type varies by dataset: regression for continuous measurements (e.g., permeability, clearance, half-life) or binary classification for categorical outcomes (e.g., BBB penetration, CYP inhibition). Dataset: pgp_broccatelli. The molecule is NC[C@@H]1O[C@H](O[C@H]2C(O)[C@H](O[C@H]3O[C@H](CO)[C@H](O)[C@@H](N)[C@H]3O)[C@@H](N)C[C@H]2N)[C@H](O)[C@H](O)[C@@H]1O. The result is 0 (non-inhibitor).